Dataset: Peptide-MHC class I binding affinity with 185,985 pairs from IEDB/IMGT. Task: Regression. Given a peptide amino acid sequence and an MHC pseudo amino acid sequence, predict their binding affinity value. This is MHC class I binding data. (1) The peptide sequence is KLADYLLLQ. The MHC is HLA-A02:19 with pseudo-sequence HLA-A02:19. The binding affinity (normalized) is 0.0847. (2) The peptide sequence is CWLVSNGSY. The MHC is HLA-A26:01 with pseudo-sequence HLA-A26:01. The binding affinity (normalized) is 0.0345. (3) The peptide sequence is RPRGEVRFL. The MHC is HLA-B15:01 with pseudo-sequence HLA-B15:01. The binding affinity (normalized) is 0. (4) The peptide sequence is VDYGVRFFFY. The MHC is HLA-B40:01 with pseudo-sequence HLA-B40:01. The binding affinity (normalized) is 0.101. (5) The binding affinity (normalized) is 0.444. The MHC is HLA-A02:02 with pseudo-sequence HLA-A02:02. The peptide sequence is NLYKVYNGI.